This data is from Catalyst prediction with 721,799 reactions and 888 catalyst types from USPTO. The task is: Predict which catalyst facilitates the given reaction. Reactant: [CH3:1][C:2]1[CH:7]=[CH:6][CH:5]=[C:4]([CH3:8])[C:3]=1[N+:9]([O-:11])=[O:10].OS(O)(=O)=O.II.[I:19](O)(=O)(=O)=O. Product: [I:19][C:6]1[CH:5]=[C:4]([CH3:8])[C:3]([N+:9]([O-:11])=[O:10])=[C:2]([CH3:1])[CH:7]=1. The catalyst class is: 211.